This data is from Full USPTO retrosynthesis dataset with 1.9M reactions from patents (1976-2016). The task is: Predict the reactants needed to synthesize the given product. Given the product [F:33][C:2]([F:1])([F:32])[C:3]1[CH:4]=[C:5]([C:9]2[O:13][N:12]=[C:11]([C:14]3[CH:22]=[CH:21][C:20]4[NH:19][C:18]5[CH:23]([CH2:26][C:27]([OH:29])=[O:28])[CH2:24][CH2:25][C:17]=5[C:16]=4[CH:15]=3)[N:10]=2)[CH:6]=[CH:7][CH:8]=1, predict the reactants needed to synthesize it. The reactants are: [F:1][C:2]([F:33])([F:32])[C:3]1[CH:4]=[C:5]([C:9]2[O:13][N:12]=[C:11]([C:14]3[CH:22]=[CH:21][C:20]4[NH:19][C:18]5[CH:23]([CH2:26][C:27]([O:29]CC)=[O:28])[CH2:24][CH2:25][C:17]=5[C:16]=4[CH:15]=3)[N:10]=2)[CH:6]=[CH:7][CH:8]=1.[OH-].[Na+].